This data is from Peptide-MHC class II binding affinity with 134,281 pairs from IEDB. The task is: Regression. Given a peptide amino acid sequence and an MHC pseudo amino acid sequence, predict their binding affinity value. This is MHC class II binding data. (1) The peptide sequence is FTVSFYLRVPKVSAS. The MHC is HLA-DPA10103-DPB10401 with pseudo-sequence HLA-DPA10103-DPB10401. The binding affinity (normalized) is 1.00. (2) The peptide sequence is KLIEKINAGFKAALAAAAGV. The MHC is DRB1_1602 with pseudo-sequence DRB1_1602. The binding affinity (normalized) is 0.741. (3) The peptide sequence is KWMMAMKYPITADKR. The MHC is DRB1_0701 with pseudo-sequence DRB1_0701. The binding affinity (normalized) is 0.562. (4) The peptide sequence is YGIFQSTFLGASQRG. The MHC is HLA-DQA10501-DQB10402 with pseudo-sequence HLA-DQA10501-DQB10402. The binding affinity (normalized) is 0.497.